Predict the reaction yield, written as a fraction of the theoretical maximum amount of product (1.0 means a 100% yield; for example, 0.34 means a 34% yield). From a dataset of Reaction yield outcomes from USPTO patents with 853,638 reactions. (1) The reactants are Cl.[NH2:2][CH2:3][C:4]([NH2:6])=[O:5].C(N(CC)CC)C.[F:14][C:15]1[CH:16]=[C:17]([N+:23]([O-:25])=[O:24])[CH:18]=[C:19]([F:22])[C:20]=1F. The catalyst is CN(C=O)C.O. The product is [F:14][C:15]1[CH:16]=[C:17]([N+:23]([O-:25])=[O:24])[CH:18]=[C:19]([F:22])[C:20]=1[NH:2][CH2:3][C:4]([NH2:6])=[O:5]. The yield is 0.670. (2) The reactants are [Br:1][C:2]1[CH:8]=[CH:7][CH:6]=[CH:5][C:3]=1[NH2:4].C(=O)([O-])[O-].[K+].[K+].[C:15](Cl)(=[O:24])[CH:16]=[CH:17][C:18]1[CH:23]=[CH:22][CH:21]=[CH:20][CH:19]=1. The catalyst is CC(C)=O.O. The product is [Br:1][C:2]1[CH:8]=[CH:7][CH:6]=[CH:5][C:3]=1[NH:4][C:15](=[O:24])/[CH:16]=[CH:17]/[C:18]1[CH:23]=[CH:22][CH:21]=[CH:20][CH:19]=1. The yield is 0.750. (3) The reactants are C[O:2][C:3](=[O:24])[C:4]1[CH:9]=[C:8]([C:10]2[S:11][CH:12]=[C:13]([C:15]3[CH:20]=[CH:19][C:18]([Cl:21])=[C:17]([Cl:22])[CH:16]=3)[N:14]=2)[CH:7]=[CH:6][C:5]=1Br.[F:25][C:26]1[CH:31]=[CH:30][CH:29]=[CH:28][C:27]=1B(O)O. No catalyst specified. The product is [Cl:22][C:17]1[CH:16]=[C:15]([C:13]2[N:14]=[C:10]([C:8]3[CH:9]=[C:4]([C:3]([OH:2])=[O:24])[C:5]([C:27]4[CH:28]=[CH:29][CH:30]=[CH:31][C:26]=4[F:25])=[CH:6][CH:7]=3)[S:11][CH:12]=2)[CH:20]=[CH:19][C:18]=1[Cl:21]. The yield is 0.340. (4) The reactants are F[C:2]1[CH:10]=[C:9]2[C:5]([C:6]([I:20])=[CH:7][N:8]2S(C2C=CC=CC=2)(=O)=O)=[CH:4][CH:3]=1.[F:21][C:22]([F:33])([F:32])C1C=C2C(C=CN2)=CC=1. No catalyst specified. The product is [I:20][C:6]1[C:5]2[C:9](=[CH:10][C:2]([C:22]([F:33])([F:32])[F:21])=[CH:3][CH:4]=2)[NH:8][CH:7]=1. The yield is 0.980. (5) The reactants are Cl[CH2:2][C:3]([N:5]1[CH2:10][CH2:9][N:8]([CH2:11][C@:12]2([CH3:23])[O:16][C:15]3=[N:17][C:18]([N+:20]([O-:22])=[O:21])=[CH:19][N:14]3[CH2:13]2)[CH2:7][CH2:6]1)=[O:4].[Cl:24][C:25]1[CH:30]=[CH:29][C:28]([SH:31])=[CH:27][CH:26]=1. No catalyst specified. The product is [Cl:24][C:25]1[CH:30]=[CH:29][C:28]([S:31][CH2:2][C:3]([N:5]2[CH2:10][CH2:9][N:8]([CH2:11][C@:12]3([CH3:23])[O:16][C:15]4=[N:17][C:18]([N+:20]([O-:22])=[O:21])=[CH:19][N:14]4[CH2:13]3)[CH2:7][CH2:6]2)=[O:4])=[CH:27][CH:26]=1. The yield is 0.200. (6) The yield is 0.660. The catalyst is C(Cl)(Cl)(Cl)Cl. The reactants are [OH:1][C:2]1[CH:11]=[CH:10][C:5]([C:6]([O:8][CH3:9])=[O:7])=[CH:4][CH:3]=1.CC(O)=O.[Br:16]Br. The product is [Br:16][C:11]1[CH:10]=[C:5]([CH:4]=[CH:3][C:2]=1[OH:1])[C:6]([O:8][CH3:9])=[O:7]. (7) The reactants are [CH3:1][S:2](Cl)(=[O:4])=[O:3].[NH2:6][CH2:7][C:8]1[C:9](=[N:14][NH:15][C:16]2[CH:21]=[CH:20][CH:19]=[C:18]([F:22])[CH:17]=2)[C:10]([NH2:13])=[N:11][N:12]=1. The catalyst is CN(C=O)C. The product is [NH2:13][C:10]1[C:9](=[N:14][NH:15][C:16]2[CH:21]=[CH:20][CH:19]=[C:18]([F:22])[CH:17]=2)[C:8]([CH2:7][NH:6][S:2]([CH3:1])(=[O:4])=[O:3])=[N:12][N:11]=1. The yield is 0.520.